From a dataset of Full USPTO retrosynthesis dataset with 1.9M reactions from patents (1976-2016). Predict the reactants needed to synthesize the given product. (1) Given the product [F:1][C:2]1[CH:7]=[CH:6][CH:5]=[CH:4][C:3]=1[N:8]1[C:16]2[C:11](=[C:12]([N:17]3[CH2:24][C@H:23]4[C@H:19]([NH:20][CH2:21][CH2:22]4)[C:18]3=[O:33])[CH:13]=[CH:14][CH:15]=2)[CH:10]=[N:9]1, predict the reactants needed to synthesize it. The reactants are: [F:1][C:2]1[CH:7]=[CH:6][CH:5]=[CH:4][C:3]=1[N:8]1[C:16]2[C:11](=[C:12]([N:17]3[CH2:24][C@H:23]4[C@H:19]([N:20]([C@H](C5C=CC=CC=5)C)[CH2:21][CH2:22]4)[C:18]3=[O:33])[CH:13]=[CH:14][CH:15]=2)[CH:10]=[N:9]1.[H][H]. (2) The reactants are: [C:1]([CH2:4][CH2:5][NH:6][C:7]([C:9]1[N:13]([CH2:14][CH:15]([CH3:17])[CH3:16])[CH:12]=[C:11]([NH:18][C:19]([C:21]2[NH:22][C:23]3[C:28]([CH:29]=2)=[CH:27][C:26]([NH:30][C:31](=[O:35])[CH2:32][CH2:33][NH2:34])=[CH:25][CH:24]=3)=[O:20])[CH:10]=1)=[O:8])(=[NH:3])[NH2:2].Cl.[N:37]1([C:42](N)=[NH:43])C=CC=N1. Given the product [C:1]([CH2:4][CH2:5][NH:6][C:7]([C:9]1[N:13]([CH2:14][CH:15]([CH3:17])[CH3:16])[CH:12]=[C:11]([NH:18][C:19]([C:21]2[NH:22][C:23]3[C:28]([CH:29]=2)=[CH:27][C:26]([NH:30][C:31](=[O:35])[CH2:32][CH2:33][NH:34][C:42]([NH2:43])=[NH:37])=[CH:25][CH:24]=3)=[O:20])[CH:10]=1)=[O:8])(=[NH:2])[NH2:3], predict the reactants needed to synthesize it. (3) Given the product [Br:18][C:6]1[C:5]2[CH:4]=[CH:3][CH:2]=[CH:1][C:13]=2[C:12]2[O:11][C:10]3[CH:14]=[CH:15][CH:16]=[CH:17][C:9]=3[C:8]=2[CH:7]=1, predict the reactants needed to synthesize it. The reactants are: [CH:1]1[C:13]2[C:12]3[O:11][C:10]4[CH:14]=[CH:15][CH:16]=[CH:17][C:9]=4[C:8]=3[CH:7]=[CH:6][C:5]=2[CH:4]=[CH:3][CH:2]=1.[Br:18]N1C(=O)CCC1=O.O. (4) The reactants are: C(OC([N:8]([CH2:57][CH2:58][O:59][CH3:60])[CH2:9][CH2:10][N:11]([C:16]1[CH:17]=[C:18]2[C:22](=[CH:23][CH:24]=1)[C:21](=[O:25])[N:20]([CH2:26][C:27]([O:29][C@H:30]([C:41]1[CH:46]=[CH:45][C:44]([O:47][CH:48]([F:50])[F:49])=[C:43]([O:51][CH2:52][CH:53]3[CH2:55][CH2:54]3)[CH:42]=1)[CH2:31][C:32]1[C:37]([Cl:38])=[CH:36][N+:35]([O-:39])=[CH:34][C:33]=1[Cl:40])=[O:28])[C:19]2=[O:56])[S:12]([CH3:15])(=[O:14])=[O:13])=O)(C)(C)C. Given the product [Cl:40][C:33]1[CH:34]=[N+:35]([O-:39])[CH:36]=[C:37]([Cl:38])[C:32]=1[CH2:31][C@@H:30]([C:41]1[CH:46]=[CH:45][C:44]([O:47][CH:48]([F:49])[F:50])=[C:43]([O:51][CH2:52][CH:53]2[CH2:54][CH2:55]2)[CH:42]=1)[O:29][C:27](=[O:28])[CH2:26][N:20]1[C:19](=[O:56])[C:18]2[C:22](=[CH:23][CH:24]=[C:16]([N:11]([CH2:10][CH2:9][NH:8][CH2:57][CH2:58][O:59][CH3:60])[S:12]([CH3:15])(=[O:13])=[O:14])[CH:17]=2)[C:21]1=[O:25], predict the reactants needed to synthesize it. (5) Given the product [ClH:30].[CH3:1][CH:2]1[CH2:7][CH2:6][N:5]([CH2:8][C:9]2[N:14]=[C:13]([NH:15][C:16]([NH:18][C:19]3[N:20]=[C:21]([C:24]4[CH:25]=[CH:26][N:27]=[CH:28][CH:29]=4)[S:22][CH:23]=3)=[O:17])[CH:12]=[CH:11][CH:10]=2)[CH2:4][CH2:3]1, predict the reactants needed to synthesize it. The reactants are: [CH3:1][CH:2]1[CH2:7][CH2:6][N:5]([CH2:8][C:9]2[N:14]=[C:13]([NH:15][C:16]([NH:18][C:19]3[N:20]=[C:21]([C:24]4[CH:29]=[CH:28][N:27]=[CH:26][CH:25]=4)[S:22][CH:23]=3)=[O:17])[CH:12]=[CH:11][CH:10]=2)[CH2:4][CH2:3]1.[ClH:30]. (6) Given the product [C:3]([CH:2]([NH:1]/[C:20](/[CH3:22])=[CH:19]/[C:18]([O:24][CH2:25][CH3:26])=[O:23])[C:5]1[CH:10]=[CH:9][CH:8]=[CH:7][C:6]=1[O:11][C:12]1[CH:17]=[CH:16][CH:15]=[CH:14][CH:13]=1)#[N:4], predict the reactants needed to synthesize it. The reactants are: [NH2:1][CH:2]([C:5]1[CH:10]=[CH:9][CH:8]=[CH:7][C:6]=1[O:11][C:12]1[CH:17]=[CH:16][CH:15]=[CH:14][CH:13]=1)[C:3]#[N:4].[C:18]([O:24][CH2:25][CH3:26])(=[O:23])[CH2:19][C:20]([CH3:22])=O.C([O-])(O)=O.[Na+]. (7) Given the product [CH3:13][C:12]([CH3:15])([CH3:14])[C:11]([C:10]1[C:4]2[C:5](=[N:6][CH:7]=[C:2]([O:31][C:25]3[CH:30]=[CH:29][CH:28]=[CH:27][CH:26]=3)[N:3]=2)[N:8]([CH2:17][O:18][CH2:19][CH2:20][Si:21]([CH3:24])([CH3:23])[CH3:22])[CH:9]=1)=[O:16], predict the reactants needed to synthesize it. The reactants are: Br[C:2]1[N:3]=[C:4]2[C:10]([C:11](=[O:16])[C:12]([CH3:15])([CH3:14])[CH3:13])=[CH:9][N:8]([CH2:17][O:18][CH2:19][CH2:20][Si:21]([CH3:24])([CH3:23])[CH3:22])[C:5]2=[N:6][CH:7]=1.[C:25]1([OH:31])[CH:30]=[CH:29][CH:28]=[CH:27][CH:26]=1.P([O-])([O-])([O-])=O.[K+].[K+].[K+].C(P(C(C)(C)C)C1C=CC=CC=1C1C=CC=CC=1N(C)C)(C)(C)C. (8) Given the product [F:1][C:2]1[CH:7]=[CH:6][CH:5]=[C:4]([F:8])[C:3]=1[N:9]1[C:14]2=[N:15][C:16]([O:33][CH3:32])=[N:17][C:18]([C:19]3[CH:24]=[CH:23][C:22]([F:25])=[CH:21][C:20]=3[CH3:26])=[C:13]2[CH2:12][NH:11][C:10]1=[O:31], predict the reactants needed to synthesize it. The reactants are: [F:1][C:2]1[CH:7]=[CH:6][CH:5]=[C:4]([F:8])[C:3]=1[N:9]1[C:14]2=[N:15][C:16](S(C)(=O)=O)=[N:17][C:18]([C:19]3[CH:24]=[CH:23][C:22]([F:25])=[CH:21][C:20]=3[CH3:26])=[C:13]2[CH2:12][NH:11][C:10]1=[O:31].[CH3:32][O-:33].[Na+].